Dataset: Forward reaction prediction with 1.9M reactions from USPTO patents (1976-2016). Task: Predict the product of the given reaction. (1) Given the reactants [Cl:1][C:2]1[CH:38]=[CH:37][CH:36]=[CH:35][C:3]=1[O:4][C:5]([N:7]1[CH2:12][CH2:11][CH:10]([CH2:13][C:14]#[C:15][C:16]2[N:17]=[C:18]([NH2:34])[C:19]3[N:20]=[CH:21][N:22]([C:32]=3[N:33]=2)[C@@H]2O[C@H](CO)[C@@H](O)[C@H]2O)[CH2:9][CH2:8]1)=[O:6].[OH-].[Na+], predict the reaction product. The product is: [Cl:1][C:2]1[CH:38]=[CH:37][CH:36]=[CH:35][C:3]=1[O:4][C:5]([N:7]1[CH2:8][CH2:9][CH:10]([CH2:13][C:14]#[C:15][C:16]2[N:33]=[C:32]3[C:19]([N:20]=[CH:21][NH:22]3)=[C:18]([NH2:34])[N:17]=2)[CH2:11][CH2:12]1)=[O:6]. (2) Given the reactants [CH:1]1([C:4]([C:6]2[CH:7]=[N:8][C:9]3[C:14]([C:15]=2[NH:16][C:17]2[CH:18]=[CH:19][C:20]([N:23]4[CH2:28][CH2:27][N:26](C(OC(C)(C)C)=O)[CH2:25][CH2:24]4)=[N:21][CH:22]=2)=[CH:13][C:12]([C:36]2[CH:41]=[C:40]([Cl:42])[C:39]([OH:43])=[C:38]([Cl:44])[CH:37]=2)=[CH:11][CH:10]=3)=[O:5])[CH2:3][CH2:2]1.C(O)(C(F)(F)F)=O, predict the reaction product. The product is: [CH:1]1([C:4]([C:6]2[CH:7]=[N:8][C:9]3[C:14]([C:15]=2[NH:16][C:17]2[CH:22]=[N:21][C:20]([N:23]4[CH2:28][CH2:27][NH:26][CH2:25][CH2:24]4)=[CH:19][CH:18]=2)=[CH:13][C:12]([C:36]2[CH:37]=[C:38]([Cl:44])[C:39]([OH:43])=[C:40]([Cl:42])[CH:41]=2)=[CH:11][CH:10]=3)=[O:5])[CH2:2][CH2:3]1. (3) Given the reactants [C:1]1([CH3:7])[CH:6]=[CH:5][CH:4]=[CH:3][CH:2]=1.C[Zn]C.[C:11](O[C:11](=[O:14])[CH2:12][CH3:13])(=[O:14])[CH2:12][CH3:13].[C:20]1(=[O:35])[CH2:34]CCCCCC[CH2:27][CH2:26][CH2:25][CH2:24][CH2:23][CH:22]=[CH:21]1, predict the reaction product. The product is: [C:11]([O:34][C:20]1[CH2:21][CH2:22][CH2:23][CH2:24][CH2:25][CH2:26][CH2:27][CH2:2][CH2:3][CH2:4][CH2:5][CH2:6][CH:1]([CH3:7])[CH:35]=1)(=[O:14])[CH2:12][CH3:13]. (4) The product is: [CH2:1]([C:3]1[CH:4]=[CH:5][C:6]([CH:9]2[CH2:10][CH:11]([C:24]3[O:26][N:40]=[C:38]([C:30]4[N:31]([CH3:37])[C:32]([C:33]([F:36])([F:35])[F:34])=[N:28][N:29]=4)[N:39]=3)[CH2:12][N:13]([C:15]([N:17]3[CH2:22][CH2:21][CH:20]([OH:23])[CH2:19][CH2:18]3)=[O:16])[CH2:14]2)=[CH:7][CH:8]=1)[CH3:2]. Given the reactants [CH2:1]([C:3]1[CH:8]=[CH:7][C:6]([CH:9]2[CH2:14][N:13]([C:15]([N:17]3[CH2:22][CH2:21][CH:20]([OH:23])[CH2:19][CH2:18]3)=[O:16])[CH2:12][CH:11]([C:24]([OH:26])=O)[CH2:10]2)=[CH:5][CH:4]=1)[CH3:2].O[N:28]1[CH:32]([C:33]([F:36])([F:35])[F:34])[N:31]([CH3:37])[C:30]([C:38](=[NH:40])[NH2:39])=[N:29]1, predict the reaction product. (5) Given the reactants [CH2:1]([O:8][C:9]([NH:11][C@H:12]1[CH2:16][N:15]([C:17]([O:19][C:20]([CH3:23])([CH3:22])[CH3:21])=[O:18])[CH2:14][C:13]1([OH:28])[CH2:24][CH2:25][CH2:26]O)=[O:10])[C:2]1[CH:7]=[CH:6][CH:5]=[CH:4][CH:3]=1.CS(Cl)(=O)=O.C(N(CC)CC)C, predict the reaction product. The product is: [CH2:1]([O:8][C:9]([NH:11][C@@H:12]1[C:13]2([O:28][CH2:26][CH2:25][CH2:24]2)[CH2:14][N:15]([C:17]([O:19][C:20]([CH3:21])([CH3:23])[CH3:22])=[O:18])[CH2:16]1)=[O:10])[C:2]1[CH:7]=[CH:6][CH:5]=[CH:4][CH:3]=1. (6) Given the reactants [Cl:1][CH2:2][C:3]([NH:5][C:6]1[C:15]2[C:10](=[CH:11][CH:12]=[C:13]([OH:16])[CH:14]=2)[CH:9]=[CH:8][CH:7]=1)=[O:4].[C:17]([Si:21]([C:29]1[CH:34]=[CH:33][CH:32]=[CH:31][CH:30]=1)([C:23]1[CH:28]=[CH:27][CH:26]=[CH:25][CH:24]=1)Cl)([CH3:20])([CH3:19])[CH3:18].N1C=CN=C1.CCOC(C)=O, predict the reaction product. The product is: [Cl:1][CH2:2][C:3]([NH:5][C:6]1[C:15]2[C:10](=[CH:11][CH:12]=[C:13]([O:16][Si:21]([C:17]([CH3:20])([CH3:19])[CH3:18])([C:29]3[CH:30]=[CH:31][CH:32]=[CH:33][CH:34]=3)[C:23]3[CH:28]=[CH:27][CH:26]=[CH:25][CH:24]=3)[CH:14]=2)[CH:9]=[CH:8][CH:7]=1)=[O:4]. (7) Given the reactants [Cl:1][C:2]1[CH:7]=[CH:6][N:5]2[N:8]=[CH:9][C:10]([C:11](Cl)=[O:12])=[C:4]2[N:3]=1.Cl.[NH2:15][C@@H:16]([C:21]1[CH:26]=[CH:25][C:24]([O:27][C:28]([F:31])([F:30])[F:29])=[CH:23][CH:22]=1)[C:17]([CH3:20])([OH:19])[CH3:18].C(#N)C.C(N(CC)CC)C, predict the reaction product. The product is: [Cl:1][C:2]1[CH:7]=[CH:6][N:5]2[N:8]=[CH:9][C:10]([C:11]([NH:15][C@@H:16]([C:21]3[CH:26]=[CH:25][C:24]([O:27][C:28]([F:29])([F:30])[F:31])=[CH:23][CH:22]=3)[C:17]([OH:19])([CH3:20])[CH3:18])=[O:12])=[C:4]2[N:3]=1.